Dataset: Full USPTO retrosynthesis dataset with 1.9M reactions from patents (1976-2016). Task: Predict the reactants needed to synthesize the given product. (1) The reactants are: [C:1]([N:4]1[CH2:9][CH2:8][NH:7][CH2:6][CH2:5]1)(=[O:3])[CH3:2].Br[CH:11]=[CH:12][CH2:13][Cl:14].C(=O)([O-])[O-:16].[K+].[K+]. Given the product [C:1]([N:4]1[CH2:9][CH2:8][N:7]([O:16][CH2:11][CH2:12][CH2:13][Cl:14])[CH2:6][CH2:5]1)(=[O:3])[CH3:2], predict the reactants needed to synthesize it. (2) Given the product [CH3:41][C:38]1([CH3:42])[O:37][C:36]2[CH:43]=[CH:44][C:33]([C@@H:31]([OH:32])[CH2:30][NH:29][CH2:2][CH2:3][CH2:4][CH2:5][CH2:6][CH2:7][O:8][CH2:9][CH2:10][CH2:11][CH2:12][C:13]3[CH:14]=[C:15]([NH:19][C:20]([NH:22][C:23]4[CH:28]=[CH:27][CH:26]=[CH:25][CH:24]=4)=[O:21])[CH:16]=[CH:17][CH:18]=3)=[CH:34][C:35]=2[CH2:40][O:39]1, predict the reactants needed to synthesize it. The reactants are: Br[CH2:2][CH2:3][CH2:4][CH2:5][CH2:6][CH2:7][O:8][CH2:9][CH2:10][CH2:11][CH2:12][C:13]1[CH:14]=[C:15]([NH:19][C:20]([NH:22][C:23]2[CH:28]=[CH:27][CH:26]=[CH:25][CH:24]=2)=[O:21])[CH:16]=[CH:17][CH:18]=1.[NH2:29][CH2:30][C@@H:31]([C:33]1[CH:44]=[CH:43][C:36]2[O:37][C:38]([CH3:42])([CH3:41])[O:39][CH2:40][C:35]=2[CH:34]=1)[OH:32]. (3) Given the product [F:8][C:7]1[CH:2]=[CH:3][C:4]([C:9]#[CH:10])=[N:5][CH:6]=1, predict the reactants needed to synthesize it. The reactants are: C[C:2]1[C:7]([F:8])=[CH:6][N:5]=[C:4]([C:9]#[C:10]CO)[C:3]=1C.[OH-].[Na+]. (4) Given the product [O:17]([C:24]1[CH:25]=[CH:26][C:27]([CH2:30][CH2:31][NH:32][C:4]2[C:5](=[O:16])[C:6](=[O:15])[C:7]=2[NH:8][C:9]2[CH:10]=[N:11][CH:12]=[CH:13][CH:14]=2)=[CH:28][CH:29]=1)[C:18]1[CH:23]=[CH:22][CH:21]=[CH:20][CH:19]=1, predict the reactants needed to synthesize it. The reactants are: C(O[C:4]1[C:5](=[O:16])[C:6](=[O:15])[C:7]=1[NH:8][C:9]1[CH:10]=[N:11][CH:12]=[CH:13][CH:14]=1)C.[O:17]([C:24]1[CH:29]=[CH:28][C:27]([CH2:30][CH2:31][NH2:32])=[CH:26][CH:25]=1)[C:18]1[CH:23]=[CH:22][CH:21]=[CH:20][CH:19]=1. (5) The reactants are: [C:1]([C:5]1[CH:10]=[CH:9][C:8]([S:11]([NH:14][CH2:15][C:16]2[CH:17]=[C:18]([CH:22]=[CH:23][CH:24]=2)[C:19]([OH:21])=O)(=[O:13])=[O:12])=[CH:7][CH:6]=1)([CH3:4])([CH3:3])[CH3:2].C(Cl)(=O)C(Cl)=O.[NH2:31][C:32]1[CH:33]=[N:34][CH:35]=[CH:36][CH:37]=1. Given the product [C:1]([C:5]1[CH:10]=[CH:9][C:8]([S:11]([NH:14][CH2:15][C:16]2[CH:17]=[C:18]([CH:22]=[CH:23][CH:24]=2)[C:19]([NH:31][C:32]2[CH:33]=[N:34][CH:35]=[CH:36][CH:37]=2)=[O:21])(=[O:13])=[O:12])=[CH:7][CH:6]=1)([CH3:3])([CH3:4])[CH3:2], predict the reactants needed to synthesize it. (6) Given the product [F:23][C:18]1[CH:19]=[CH:20][CH:21]=[CH:22][C:17]=1[C:4]1[C:5]2[CH:16]=[CH:15][CH:14]=[CH:13][C:6]=2[N:7]([CH:10]([CH3:12])[CH3:11])[C:8](=[O:9])[CH:2]([NH:1][C:50](=[O:51])[C@H:49]([CH2:48][C:47]2[CH:56]=[CH:57][C:58]([Cl:59])=[C:45]([Cl:44])[CH:46]=2)[CH2:53][CH:54]=[CH2:55])[N:3]=1, predict the reactants needed to synthesize it. The reactants are: [NH2:1][CH:2]1[C:8](=[O:9])[N:7]([CH:10]([CH3:12])[CH3:11])[C:6]2[CH:13]=[CH:14][CH:15]=[CH:16][C:5]=2[C:4]([C:17]2[CH:22]=[CH:21][CH:20]=[CH:19][C:18]=2[F:23])=[N:3]1.N[C@@H]1C(=O)N(C)C2C=CC=CC=2C(C2C=CC=CC=2)=N1.[Cl:44][C:45]1[CH:46]=[C:47]([CH:56]=[CH:57][C:58]=1[Cl:59])[CH2:48][C@H:49]([CH2:53][CH:54]=[CH2:55])[C:50](O)=[O:51]. (7) The reactants are: [H-].[Na+].C([C:5]([CH2:17][CH3:18])(P(O)(O)=O)[C:6]([O:8][C:9]([CH3:12])([CH3:11])[CH3:10])=[O:7])C.[F:19][C:20]1[CH:27]=[CH:26]C(C=O)=[CH:22][C:21]=1[N+:28]([O-:30])=[O:29].O. Given the product [F:19][C:20]1[CH:27]=[CH:26][C:18](/[CH:17]=[CH:5]/[C:6]([O:8][C:9]([CH3:10])([CH3:11])[CH3:12])=[O:7])=[CH:22][C:21]=1[N+:28]([O-:30])=[O:29], predict the reactants needed to synthesize it. (8) Given the product [CH3:16][C:12]1([CH3:15])[CH2:11][O:10][B:9]([C:23]2[CH:24]=[CH:25][C:26]3[O:30][C:29](=[O:31])[N:28]([CH3:32])[C:27]=3[CH:33]=2)[O:14][CH2:13]1, predict the reactants needed to synthesize it. The reactants are: [B:9]1([B:9]2[O:14][CH2:13][C:12]([CH3:16])([CH3:15])[CH2:11][O:10]2)[O:14][CH2:13][C:12]([CH3:16])([CH3:15])[CH2:11][O:10]1.C([O-])(=O)C.[K+].Cl[C:23]1[CH:24]=[CH:25][C:26]2[O:30][C:29](=[O:31])[N:28]([CH3:32])[C:27]=2[CH:33]=1.CC(C1C=C(C(C)C)C(C2C=CC=CC=2P(C2CCCCC2)C2CCCCC2)=C(C(C)C)C=1)C. (9) Given the product [Cl:16][C:17]1[C:18]([C:2]2[CH:3]=[CH:4][CH:5]=[C:6]([NH:8][CH2:9][CH:10]3[CH2:15][CH2:14][O:13][CH2:12][CH2:11]3)[N:7]=2)=[CH:19][C:20]([F:23])=[N:21][CH:22]=1, predict the reactants needed to synthesize it. The reactants are: Br[C:2]1[N:7]=[C:6]([NH:8][CH2:9][CH:10]2[CH2:15][CH2:14][O:13][CH2:12][CH2:11]2)[CH:5]=[CH:4][CH:3]=1.[Cl:16][C:17]1[C:18](B(O)O)=[CH:19][C:20]([F:23])=[N:21][CH:22]=1.C(=O)([O-])[O-].[Na+].[Na+].